This data is from Catalyst prediction with 721,799 reactions and 888 catalyst types from USPTO. The task is: Predict which catalyst facilitates the given reaction. (1) Reactant: C[N:2]1C=CN=C1.[Li]CCCC.[Si](Cl)(CC)(CC)CC.[Cl:20][C:21]1C=[CH:25][C:24]([C:27]([C:29]2[N:33]([CH3:34])[CH:32]=[N:31][CH:30]=2)=[O:28])=[CH:23][CH:22]=1.Cl.[OH-].[Na+]. Product: [Cl:20][C:21]1[CH:22]=[CH:23][C:24]([C:27]([C:29]2[N:33]([CH3:34])[CH:32]=[N:31][CH:30]=2)=[O:28])=[CH:25][N:2]=1. The catalyst class is: 30. (2) Reactant: [F:1][C:2]1[CH:7]=[CH:6][C:5]([C:8]2[S:12][C:11]([CH3:13])=[N:10][C:9]=2[C:14]([OH:16])=O)=[CH:4][CH:3]=1.C(N(CC)C(C)C)(C)C.CN(C(ON1N=NC2C=CC=NC1=2)=[N+](C)C)C.F[P-](F)(F)(F)(F)F.Cl.Cl.[F:52][C:53]1[CH:54]=[C:55]2[C:60](=[CH:61][C:62]=1[F:63])[N:59]=[C:58]([NH:64][CH2:65][CH2:66][NH:67][CH3:68])[CH:57]=[N:56]2. Product: [F:52][C:53]1[CH:54]=[C:55]2[C:60](=[CH:61][C:62]=1[F:63])[N:59]=[C:58]([NH:64][CH2:65][CH2:66][N:67]([CH3:68])[C:14]([C:9]1[N:10]=[C:11]([CH3:13])[S:12][C:8]=1[C:5]1[CH:4]=[CH:3][C:2]([F:1])=[CH:7][CH:6]=1)=[O:16])[CH:57]=[N:56]2. The catalyst class is: 3. (3) Reactant: Cl.Cl.[NH2:3][C@@H:4]([C:8]([N:10]1[CH2:15][CH2:14][CH:13]([CH:16]2[CH2:21][CH2:20][N:19]([CH3:22])[CH2:18][CH2:17]2)[CH2:12][CH2:11]1)=[O:9])[CH:5]([CH3:7])[CH3:6].C(N(CC)CC)C.[C:30](Cl)(=[O:39])[C:31]1[CH:36]=[CH:35][C:34]([O:37][CH3:38])=[CH:33][CH:32]=1. Product: [CH3:38][O:37][C:34]1[CH:35]=[CH:36][C:31]([C:30]([NH:3][C@@H:4]([C:8]([N:10]2[CH2:15][CH2:14][CH:13]([CH:16]3[CH2:17][CH2:18][N:19]([CH3:22])[CH2:20][CH2:21]3)[CH2:12][CH2:11]2)=[O:9])[CH:5]([CH3:6])[CH3:7])=[O:39])=[CH:32][CH:33]=1. The catalyst class is: 2. (4) Reactant: [F:1][C:2]1[CH:12]=[C:11]([NH:13][C:14]([C:16]2[CH:25]=[CH:24][C:23]3[C:22]([CH3:27])([CH3:26])[CH2:21][CH:20]=[C:19]([C:28]4[CH:33]=[CH:32][C:31]([CH3:34])=[CH:30][CH:29]=4)[C:18]=3[CH:17]=2)=[O:15])[CH:10]=[CH:9][C:3]=1[C:4]([O:6]CC)=[O:5].[OH-].[Na+]. Product: [F:1][C:2]1[CH:12]=[C:11]([NH:13][C:14]([C:16]2[CH:25]=[CH:24][C:23]3[C:22]([CH3:27])([CH3:26])[CH2:21][CH:20]=[C:19]([C:28]4[CH:29]=[CH:30][C:31]([CH3:34])=[CH:32][CH:33]=4)[C:18]=3[CH:17]=2)=[O:15])[CH:10]=[CH:9][C:3]=1[C:4]([OH:6])=[O:5]. The catalyst class is: 301. (5) Reactant: CCN(CC)CC.[C:8]([O:11][C@@H:12]1[C@H:17]([NH3+:18])[C@@H:16]([O:19][C:20](=[O:22])[CH3:21])[C@H:15]([O:23][C:24](=[O:26])[CH3:25])[C@@H:14]([CH2:27][O:28][C:29](=[O:31])[CH3:30])[O:13]1)(=[O:10])[CH3:9].[OH:32][C:33]1[CH:38]=[CH:37][CH:36]=[CH:35][C:34]=1[C:39]1[O:40][C@@H:41]([CH3:47])[C@@H:42]([C:44](O)=[O:45])[N:43]=1.C1C=CC2N(O)N=NC=2C=1.C1CCC(N=C=NC2CCCCC2)CC1. Product: [C:8]([O:11][CH:12]1[CH:17]([NH:18][C:44]([C@@H:42]2[C@H:41]([CH3:47])[O:40][C:39]([C:34]3[CH:35]=[CH:36][CH:37]=[CH:38][C:33]=3[OH:32])=[N:43]2)=[O:45])[CH:16]([O:19][C:20](=[O:22])[CH3:21])[CH:15]([O:23][C:24](=[O:26])[CH3:25])[CH:14]([CH2:27][O:28][C:29](=[O:31])[CH3:30])[O:13]1)(=[O:10])[CH3:9]. The catalyst class is: 373. (6) Reactant: [CH2:1]([O:3][C:4]1[CH:5]=[C:6]([CH2:13][CH2:14][N:15]2[C:20](=O)[CH2:19][C:18](=[O:22])[C:17]([C:23]([O:25]C)=[O:24])=[CH:16]2)[CH:7]=[CH:8][C:9]=1[O:10][CH2:11][CH3:12])[CH3:2].O=P(Cl)(Cl)Cl.C1COCC1.O.O.[OH-].[Li+]. Product: [CH2:1]([O:3][C:4]1[C:9]([O:10][CH2:11][CH3:12])=[CH:8][C:7]2[C:20]3[N:15]([CH2:14][CH2:13][C:6]=2[CH:5]=1)[CH:16]=[C:17]([C:23]([OH:25])=[O:24])[C:18](=[O:22])[CH:19]=3)[CH3:2]. The catalyst class is: 113. (7) Reactant: C(OC(=O)[NH:7][CH:8]1[CH2:12][CH2:11][N:10]([C:13]2[C:22]3[C:17](=[CH:18][CH:19]=[CH:20][CH:21]=3)[N:16]=[CH:15][CH:14]=2)[CH2:9]1)(C)(C)C. Product: [N:16]1[C:17]2[C:22](=[CH:21][CH:20]=[CH:19][CH:18]=2)[C:13]([N:10]2[CH2:11][CH2:12][CH:8]([NH2:7])[CH2:9]2)=[CH:14][CH:15]=1. The catalyst class is: 137. (8) The catalyst class is: 53. Product: [Br:1][C:2]1[CH:7]=[CH:6][C:5]([N+:8]([O-:10])=[O:9])=[CH:4][C:3]=1[CH2:11][Br:37]. Reactant: [Br:1][C:2]1[CH:7]=[CH:6][C:5]([N+:8]([O-:10])=[O:9])=[CH:4][C:3]=1[CH3:11].C(OOC(=O)C1C=CC=CC=1)(=O)C1C=CC=CC=1.C1C(=O)N([Br:37])C(=O)C1.